Dataset: Reaction yield outcomes from USPTO patents with 853,638 reactions. Task: Predict the reaction yield, written as a fraction of the theoretical maximum amount of product (1.0 means a 100% yield; for example, 0.34 means a 34% yield). (1) The product is [CH3:9][C:4]1[CH:3]([C:10]2[CH:15]=[CH:14][CH:13]=[CH:12][C:11]=2[CH2:16][NH:17][C:18]2[C:23]([CH:24]([CH3:25])[CH3:26])=[CH:22][CH:21]=[CH:20][C:19]=2[CH:27]([CH3:29])[CH3:28])[C:2]([CH3:1])=[C:6]([CH3:7])[C:5]=1[CH3:8]. The yield is 0.824. The catalyst is C(O)(=O)C. The reactants are [CH3:1][C:2]1[CH:3]([C:10]2[CH:15]=[CH:14][CH:13]=[CH:12][C:11]=2[CH:16]=[N:17][C:18]2[C:23]([CH:24]([CH3:26])[CH3:25])=[CH:22][CH:21]=[CH:20][C:19]=2[CH:27]([CH3:29])[CH3:28])[C:4]([CH3:9])=[C:5]([CH3:8])[C:6]=1[CH3:7].[BH4-].[Na+].O.C1(C)C=CC=CC=1. (2) The reactants are [Br:1][C:2]1[N:6]([S:7]([C:10]2[CH:15]=[CH:14][CH:13]=[CH:12][CH:11]=2)(=[O:9])=[O:8])[CH:5]=[C:4]([CH2:16][NH:17][CH3:18])[CH:3]=1.[C:19](=[O:22])([O-])[OH:20].[Na+]. The catalyst is C(OCC)(=O)C. The product is [C:4]([O:20][C:19](=[O:22])[N:17]([CH2:16][C:4]1[CH:3]=[C:2]([Br:1])[N:6]([S:7]([C:10]2[CH:15]=[CH:14][CH:13]=[CH:12][CH:11]=2)(=[O:9])=[O:8])[CH:5]=1)[CH3:18])([CH3:16])([CH3:5])[CH3:3]. The yield is 0.730. (3) The reactants are [OH:1][CH2:2][CH2:3][C:4]1[N:9]=[CH:8][C:7]([NH:10][C:11](=[O:17])[O:12][C:13]([CH3:16])([CH3:15])[CH3:14])=[CH:6][CH:5]=1.CCN(C(C)C)C(C)C.[CH3:27][S:28](Cl)(=[O:30])=[O:29].O. The catalyst is C(Cl)Cl. The product is [CH3:27][S:28]([O:1][CH2:2][CH2:3][C:4]1[CH:5]=[CH:6][C:7]([NH:10][C:11]([O:12][C:13]([CH3:14])([CH3:16])[CH3:15])=[O:17])=[CH:8][N:9]=1)(=[O:30])=[O:29]. The yield is 0.580. (4) The reactants are C([O:8][C:9](=[O:31])[C:10]1[CH:15]=[CH:14][CH:13]=[C:12]([O:16][C:17]2[CH:22]=[CH:21][C:20]([O:23][CH2:24][C:25]([O:27][CH2:28][CH3:29])=[O:26])=[C:19]([CH3:30])[CH:18]=2)[CH:11]=1)C1C=CC=CC=1. The catalyst is CCO.[Pd]. The product is [CH2:28]([O:27][C:25]([CH2:24][O:23][C:20]1[CH:21]=[CH:22][C:17]([O:16][C:12]2[CH:11]=[C:10]([CH:15]=[CH:14][CH:13]=2)[C:9]([OH:31])=[O:8])=[CH:18][C:19]=1[CH3:30])=[O:26])[CH3:29]. The yield is 0.960. (5) The reactants are [CH3:1][C:2]1[C:7]([CH3:8])=[CH:6][C:5]([CH3:9])=[CH:4][C:3]=1O.O[CH:12]([C:16]1[CH:21]=[CH:20][CH:19]=[CH:18][CH:17]=1)[C:13]([OH:15])=[O:14]. The catalyst is C(OCC)(=O)C.CCCCCC. The product is [C:16]1([CH:12]2[C:4]3[C:5]([CH3:9])=[CH:6][C:7]([CH3:8])=[C:2]([CH3:1])[C:3]=3[O:15][C:13]2=[O:14])[CH:21]=[CH:20][CH:19]=[CH:18][CH:17]=1. The yield is 0.370. (6) The reactants are C(OC([N:8]1[CH2:13][CH2:12][N:11]([S:14]([C:17]2[CH:25]=[C:24]3[C:20]([CH:21]=[CH:22][NH:23]3)=[CH:19][CH:18]=2)(=[O:16])=[O:15])[CH2:10][CH2:9]1)=O)(C)(C)C.[ClH:26].C(O)C. The catalyst is C(O)C. The product is [ClH:26].[N:11]1([S:14]([C:17]2[CH:25]=[C:24]3[C:20]([CH:21]=[CH:22][NH:23]3)=[CH:19][CH:18]=2)(=[O:16])=[O:15])[CH2:12][CH2:13][NH:8][CH2:9][CH2:10]1. The yield is 0.980.